Dataset: Forward reaction prediction with 1.9M reactions from USPTO patents (1976-2016). Task: Predict the product of the given reaction. (1) Given the reactants C[O:2][C:3](=[O:29])[C:4]1[CH:9]=[CH:8][CH:7]=[CH:6][C:5]=1[NH:10][C:11]([N:13]1[CH2:18][CH2:17][N:16]([C:19]2[CH:28]=[N:27][C:26]3[C:21](=[CH:22][CH:23]=[CH:24][CH:25]=3)[N:20]=2)[CH2:15][CH2:14]1)=[O:12].[N:20]1[C:21]2[C:26](=[CH:25][CH:24]=[CH:23][CH:22]=2)[N:27]=[CH:28][C:19]=1[N:16]1[CH2:17][CH2:18][N:13]([C:11]([NH:10][C:5]2[CH:6]=[CH:7][CH:8]=[CH:9][C:4]=2[C:3]([OH:2])=[O:29])=[O:12])[CH2:14][CH2:15]1.CO.C1COCC1.[Li+].[OH-], predict the reaction product. The product is: [N:20]1[C:21]2[C:26](=[CH:25][CH:24]=[CH:23][CH:22]=2)[N:27]=[CH:28][C:19]=1[N:16]1[CH2:15][CH2:14][N:13]([C:11]([NH:10][C:5]2[CH:6]=[CH:7][CH:8]=[CH:9][C:4]=2[C:3]([OH:29])=[O:2])=[O:12])[CH2:18][CH2:17]1. (2) Given the reactants [Cl:1][C:2]1[CH:3]=[C:4]([C@@H:8]2[C@@H:13]([C:14]3[CH:19]=[CH:18][C:17]([Cl:20])=[CH:16][CH:15]=3)[N:12]([CH2:21][CH:22]3[CH2:24][CH2:23]3)[C:11](=[O:25])[CH2:10][CH2:9]2)[CH:5]=[CH:6][CH:7]=1.[CH2:26](Br)[CH:27]=[CH2:28].C[Si]([N-][Si](C)(C)C)(C)C.[Li+], predict the reaction product. The product is: [CH2:28]([C@H:10]1[CH2:9][C@H:8]([C:4]2[CH:5]=[CH:6][CH:7]=[C:2]([Cl:1])[CH:3]=2)[C@@H:13]([C:14]2[CH:15]=[CH:16][C:17]([Cl:20])=[CH:18][CH:19]=2)[N:12]([CH2:21][CH:22]2[CH2:24][CH2:23]2)[C:11]1=[O:25])[CH:27]=[CH2:26]. (3) The product is: [CH2:1]([N:8]1[C:16]2[C:11](=[CH:12][C:13]([C:17]([N:19]=[C:20]([NH2:22])[NH2:21])=[O:18])=[CH:14][CH:15]=2)[C:10]([CH2:23][OH:24])=[CH:9]1)[C:2]1[CH:3]=[CH:4][CH:5]=[CH:6][CH:7]=1. Given the reactants [CH2:1]([N:8]1[C:16]2[C:11](=[CH:12][C:13]([C:17]([N:19]=[C:20]([NH2:22])[NH2:21])=[O:18])=[CH:14][CH:15]=2)[C:10]([CH:23]=[O:24])=[CH:9]1)[C:2]1[CH:7]=[CH:6][CH:5]=[CH:4][CH:3]=1.[BH4-].[Na+], predict the reaction product. (4) Given the reactants [N:1]1([C:7]2[CH:12]=[CH:11][C:10]([NH:13][C:14]([C:16]3[O:17][C:18]4[C:23]([C:24](=[O:26])[CH:25]=3)=[CH:22][C:21]([O:27][CH3:28])=[CH:20][C:19]=4[N:29]3[CH2:34][CH2:33][N:32](C)[CH2:31][CH2:30]3)=[O:15])=[CH:9][CH:8]=2)[CH2:6][CH2:5][O:4][CH2:3][CH2:2]1.ClC(OC(Cl)C)=O.[I-].[Na+], predict the reaction product. The product is: [N:1]1([C:7]2[CH:8]=[CH:9][C:10]([NH:13][C:14]([C:16]3[O:17][C:18]4[C:23]([C:24](=[O:26])[CH:25]=3)=[CH:22][C:21]([O:27][CH3:28])=[CH:20][C:19]=4[N:29]3[CH2:30][CH2:31][NH:32][CH2:33][CH2:34]3)=[O:15])=[CH:11][CH:12]=2)[CH2:6][CH2:5][O:4][CH2:3][CH2:2]1. (5) Given the reactants [F:1][C:2]1[CH:10]=[C:9]2[C:5]([C:6]([CH2:21][C:22]([O:24][CH2:25][CH3:26])=[O:23])=[N:7][N:8]2[CH2:11][C:12]2[CH:17]=[CH:16][C:15]([N+:18]([O-])=O)=[CH:14][CH:13]=2)=[CH:4][CH:3]=1.C(OCC)(=O)C, predict the reaction product. The product is: [NH2:18][C:15]1[CH:14]=[CH:13][C:12]([CH2:11][N:8]2[C:9]3[C:5](=[CH:4][CH:3]=[C:2]([F:1])[CH:10]=3)[C:6]([CH2:21][C:22]([O:24][CH2:25][CH3:26])=[O:23])=[N:7]2)=[CH:17][CH:16]=1.